This data is from Full USPTO retrosynthesis dataset with 1.9M reactions from patents (1976-2016). The task is: Predict the reactants needed to synthesize the given product. (1) Given the product [C:1]([C:3]1[CH:4]=[C:5]([CH:9]=[CH:10][CH:11]=1)[C:6]([NH2:18])=[O:7])#[N:2], predict the reactants needed to synthesize it. The reactants are: [C:1]([C:3]1[CH:4]=[C:5]([CH:9]=[CH:10][CH:11]=1)[C:6](O)=[O:7])#[N:2].C1C=CC2N(O)N=[N:18]C=2C=1.CCN(C(C)C)C(C)C.CCN=C=NCCCN(C)C.Cl. (2) The reactants are: [NH:1]([C:13]([O:15][CH2:16][CH:17]1[C:29]2[C:24](=[CH:25][CH:26]=[CH:27][CH:28]=2)[C:23]2[C:18]1=[CH:19][CH:20]=[CH:21][CH:22]=2)=[O:14])[C@H:2]([C:10](O)=[O:11])[CH2:3][C:4]1[CH:9]=[CH:8][CH:7]=[CH:6][CH:5]=1.ON1C(=O)CCC1=O.Cl.CN(C)CCCN=C=NCC.C(N(CC)C(C)C)(C)C.[C:59]([S:63][S:64][CH2:65][C@@H:66]([C:68]([OH:70])=[O:69])[NH2:67])([CH3:62])([CH3:61])[CH3:60].Cl. Given the product [CH2:3]([C@@H:2]([C:10](=[O:11])[NH:67][C@H:66]([C:68]([OH:70])=[O:69])[CH2:65][S:64][S:63][C:59]([CH3:62])([CH3:60])[CH3:61])[NH:1][C:13](=[O:14])[O:15][CH2:16][CH:17]1[C:29]2[CH:28]=[CH:27][CH:26]=[CH:25][C:24]=2[C:23]2[C:18]1=[CH:19][CH:20]=[CH:21][CH:22]=2)[C:4]1[CH:9]=[CH:8][CH:7]=[CH:6][CH:5]=1, predict the reactants needed to synthesize it. (3) Given the product [Br:14][C:15]1[CH:24]=[N:23][C:22]2[CH2:21][CH2:20][N:19]([C:11]([C:9]3[CH:10]=[C:5]4[N:4]=[CH:3][C:2]([Br:1])=[CH:7][N:6]4[N:8]=3)=[O:13])[N:18]([CH3:25])[C:17]=2[CH:16]=1, predict the reactants needed to synthesize it. The reactants are: [Br:1][C:2]1[CH:3]=[N:4][C:5]2[N:6]([N:8]=[C:9]([C:11]([OH:13])=O)[CH:10]=2)[CH:7]=1.[Br:14][C:15]1[CH:24]=[N:23][C:22]2[CH2:21][CH2:20][NH:19][N:18]([CH3:25])[C:17]=2[CH:16]=1. (4) Given the product [Cl:34][C:31]1[CH:32]=[CH:33][C:28]([S:25]([NH:7][CH:8]([C:10]2[N:11]([CH2:23][CH3:24])[C:12]3[C:17]([N:18]=2)=[CH:16][N:15]=[C:14]([C:19]([F:21])([F:20])[F:22])[N:13]=3)[CH3:9])(=[O:26])=[O:27])=[CH:29][CH:30]=1, predict the reactants needed to synthesize it. The reactants are: C(OC(=O)[N:7]([S:25]([C:28]1[CH:33]=[CH:32][C:31]([Cl:34])=[CH:30][CH:29]=1)(=[O:27])=[O:26])[CH:8]([C:10]1[N:11]([CH2:23][CH3:24])[C:12]2[C:17]([N:18]=1)=[CH:16][N:15]=[C:14]([C:19]([F:22])([F:21])[F:20])[N:13]=2)[CH3:9])(C)(C)C.Cl. (5) Given the product [CH3:35][Si:34]([CH3:37])([CH3:36])[CH2:33][CH2:32][O:31][CH2:30][N:26]1[C:27]2[C:23](=[CH:22][C:21]([C:12]([C:13]3[CH:20]=[CH:19][CH:18]=[CH:17][C:14]=3[C:15]#[N:16])=[O:11])=[CH:29][CH:28]=2)[CH:24]=[CH:25]1, predict the reactants needed to synthesize it. The reactants are: C(Cl)(=O)C(Cl)=O.CS(C)=O.[OH:11][CH:12]([C:21]1[CH:22]=[C:23]2[C:27](=[CH:28][CH:29]=1)[N:26]([CH2:30][O:31][CH2:32][CH2:33][Si:34]([CH3:37])([CH3:36])[CH3:35])[CH:25]=[CH:24]2)[C:13]1[CH:20]=[CH:19][CH:18]=[CH:17][C:14]=1[C:15]#[N:16].C(N(CC)CC)C. (6) Given the product [ClH:11].[Cl:11][C:5]1[CH:4]=[CH:3][C:2]([NH:1][NH2:12])=[CH:10][C:6]=1[C:7]([OH:9])=[O:8], predict the reactants needed to synthesize it. The reactants are: [NH2:1][C:2]1[CH:3]=[CH:4][C:5]([Cl:11])=[C:6]([CH:10]=1)[C:7]([OH:9])=[O:8].[N:12]([O-])=O.[Na+].O.O.[Sn](Cl)(Cl)(Cl)Cl.